This data is from Catalyst prediction with 721,799 reactions and 888 catalyst types from USPTO. The task is: Predict which catalyst facilitates the given reaction. (1) Product: [N+:19]([C:18]1[C:13]([N:8]2[CH2:9][CH2:10][C:11]3[NH:3][CH:4]=[N:5][C:6]=3[CH2:7]2)=[N:14][CH:15]=[CH:16][CH:17]=1)([O-:21])=[O:20]. Reactant: Cl.Cl.[NH:3]1[C:11]2[CH2:10][CH2:9][NH:8][CH2:7][C:6]=2[N:5]=[CH:4]1.Cl[C:13]1[C:18]([N+:19]([O-:21])=[O:20])=[CH:17][CH:16]=[CH:15][N:14]=1.C([O-])([O-])=O.[K+].[K+]. The catalyst class is: 3. (2) Product: [I-:1].[CH3:9][O:10][CH:11]1[CH2:16][CH2:15][CH:14]([Zn+:8])[CH2:13][CH2:12]1. The catalyst class is: 1. Reactant: [I-:1].O1CCC([Zn+:8])CC1.[CH3:9][O:10][CH:11]1[CH2:16][CH2:15][CH:14](O)[CH2:13][CH2:12]1.